The task is: Predict the reactants needed to synthesize the given product.. This data is from Full USPTO retrosynthesis dataset with 1.9M reactions from patents (1976-2016). (1) Given the product [N:1]1([C:9]2[CH:14]=[CH:13][CH:12]=[CH:11][N:10]=2)[CH2:6][CH2:5][CH:4]([OH:7])[CH2:3][CH2:2]1, predict the reactants needed to synthesize it. The reactants are: [NH:1]1[CH2:6][CH2:5][CH:4]([OH:7])[CH2:3][CH2:2]1.Cl[C:9]1[CH:14]=[CH:13][CH:12]=[CH:11][N:10]=1.CCN(C(C)C)C(C)C. (2) Given the product [CH3:23][O:24][C:25]1[C:30]([N:1]2[CH:5]=[CH:4][C:3]([O:6][CH2:7][C:8]3[C:13]([CH2:14][CH3:15])=[CH:12][CH:11]=[CH:10][C:9]=3[N:16]3[C:20](=[O:21])[N:19]([CH3:22])[N:18]=[N:17]3)=[N:2]2)=[CH:29][CH:28]=[C:27]([O:34][CH3:35])[N:26]=1, predict the reactants needed to synthesize it. The reactants are: [NH:1]1[CH:5]=[CH:4][C:3]([O:6][CH2:7][C:8]2[C:13]([CH2:14][CH3:15])=[CH:12][CH:11]=[CH:10][C:9]=2[N:16]2[C:20](=[O:21])[N:19]([CH3:22])[N:18]=[N:17]2)=[N:2]1.[CH3:23][O:24][C:25]1[C:30](B(O)O)=[CH:29][CH:28]=[C:27]([O:34][CH3:35])[N:26]=1.N1C=CC=CC=1. (3) Given the product [CH3:1][O:2][C:3](=[O:29])[NH:4][CH:5]([C:9]([N:11]1[CH:12]([C:16]2[NH:17][C:18]([C:21]3[CH:26]=[CH:25][C:24]([C:27]#[CH:28])=[CH:23][CH:22]=3)=[CH:19][N:20]=2)[CH2:13][C:14]2([CH2:35][CH2:34]2)[CH2:15]1)=[O:10])[CH:6]([CH3:8])[CH3:7], predict the reactants needed to synthesize it. The reactants are: [CH3:1][O:2][C:3](=[O:29])[NH:4][CH:5]([C:9]([N:11]1[CH2:15][CH2:14][CH2:13][CH:12]1[C:16]1[NH:17][C:18]([C:21]2[CH:26]=[CH:25][C:24]([C:27]#[CH:28])=[CH:23][CH:22]=2)=[CH:19][N:20]=1)=[O:10])[CH:6]([CH3:8])[CH3:7].COC(=O)N[CH:34](C(N1CCCC1C1NC(C2C=CC(Br)=CC=2)=CN=1)=O)[CH:35](C)C. (4) The reactants are: [CH3:1][O:2][C:3](=[O:11])[C:4]1[CH:9]=[CH:8][C:7](Cl)=[N:6][CH:5]=1.[CH2:12]1[C:17]2[NH:18][C:19]3[C:24]([C:16]=2[CH2:15][CH2:14][NH:13]1)=[CH:23][CH:22]=[CH:21][CH:20]=3.C(=O)([O-])[O-].[K+].[K+]. Given the product [CH2:12]1[C:17]2[NH:18][C:19]3[C:24](=[CH:23][CH:22]=[CH:21][CH:20]=3)[C:16]=2[CH2:15][CH2:14][N:13]1[C:7]1[CH:8]=[CH:9][C:4]([C:3]([O:2][CH3:1])=[O:11])=[CH:5][N:6]=1, predict the reactants needed to synthesize it.